Dataset: Catalyst prediction with 721,799 reactions and 888 catalyst types from USPTO. Task: Predict which catalyst facilitates the given reaction. (1) Reactant: I[CH2:2][CH3:3].[CH3:4][C@@:5]12[C:22]([CH3:24])([CH3:23])[C@@H:8]([C:9]3[C:10](=[O:21])[N:11]([C:14]4[CH:19]=[CH:18][C:17]([CH3:20])=[CH:16][CH:15]=4)[NH:12][C:13]=31)[CH2:7][CH2:6]2.C(=O)([O-])[O-].[K+].[K+]. Product: [CH2:2]([N:12]1[C:13]2[C@@:5]3([CH3:4])[C:22]([CH3:24])([CH3:23])[C@H:8]([CH2:7][CH2:6]3)[C:9]=2[C:10](=[O:21])[N:11]1[C:14]1[CH:19]=[CH:18][C:17]([CH3:20])=[CH:16][CH:15]=1)[CH3:3].[CH2:2]([O:21][C:10]1[N:11]([C:14]2[CH:19]=[CH:18][C:17]([CH3:20])=[CH:16][CH:15]=2)[N:12]=[C:13]2[C:9]=1[C@@H:8]1[C:22]([CH3:24])([CH3:23])[C@@:5]2([CH3:4])[CH2:6][CH2:7]1)[CH3:3]. The catalyst class is: 35. (2) Reactant: [N+:1]([C:4]1[CH:9]=[CH:8][C:7]([S:10][CH:11]2[CH2:15][CH2:14][O:13][C:12]2=[O:16])=[CH:6][CH:5]=1)([O-])=O.CO.[H][H]. Product: [NH2:1][C:4]1[CH:5]=[CH:6][C:7]([S:10][CH:11]2[CH2:15][CH2:14][O:13][C:12]2=[O:16])=[CH:8][CH:9]=1. The catalyst class is: 312. (3) The catalyst class is: 12. Reactant: Br[C:2]1[CH:3]=[CH:4][C:5]([OH:26])=[C:6]([C:8]2[S:9][C:10]3[CH:16]=[C:15]([C:17]([N:19]([CH2:21][CH2:22][N:23]([CH3:25])[CH3:24])[CH3:20])=[O:18])[CH:14]=[CH:13][C:11]=3[N:12]=2)[CH:7]=1.[C:27]1(B(O)O)[CH:32]=[CH:31][CH:30]=[CH:29][CH:28]=1.C(=O)([O-])[O-].[Na+].[Na+].C(O)C. Product: [CH3:24][N:23]([CH3:25])[CH2:22][CH2:21][N:19]([CH3:20])[C:17]([C:15]1[CH:14]=[CH:13][C:11]2[N:12]=[C:8]([C:6]3[CH:7]=[C:2]([C:27]4[CH:32]=[CH:31][CH:30]=[CH:29][CH:28]=4)[CH:3]=[CH:4][C:5]=3[OH:26])[S:9][C:10]=2[CH:16]=1)=[O:18]. (4) Reactant: [Cl:1][C:2]1[CH:10]=[C:9]2[C:5]([C:6]([C:12]([OH:14])=O)=[C:7]([CH3:11])[NH:8]2)=[CH:4][CH:3]=1.C(N(CC)C(C)C)(C)C.F[B-](F)(F)F.N1(OC(N(C)C)=[N+](C)C)C2C=CC=CC=2N=N1.[CH3:46][O:47][C:48]1[CH:53]=[CH:52][CH:51]=[CH:50][C:49]=1[CH:54]1[CH2:59][CH2:58][NH:57][CH2:56][CH2:55]1. Product: [Cl:1][C:2]1[CH:10]=[C:9]2[C:5]([C:6]([C:12]([N:57]3[CH2:58][CH2:59][CH:54]([C:49]4[CH:50]=[CH:51][CH:52]=[CH:53][C:48]=4[O:47][CH3:46])[CH2:55][CH2:56]3)=[O:14])=[C:7]([CH3:11])[NH:8]2)=[CH:4][CH:3]=1. The catalyst class is: 9. (5) Reactant: CN(C(ON1N=NC2C=CC=CC1=2)=[N+](C)C)C.[B-](F)(F)(F)F.C1C=CC2N(O)N=NC=2C=1.[CH3:33][N:34]1[CH2:39][CH2:38][N:37]([CH:40]2[CH2:45][CH2:44][NH:43][CH2:42][CH2:41]2)[CH2:36][CH2:35]1.[CH2:46]([C:48]1[CH:49]=[C:50]([CH2:56][CH:57]([NH:61][C:62]([N:64]2[CH2:69][CH2:68][CH:67]([N:70]3[CH2:79][C:78]4[C:73](=[CH:74][CH:75]=[CH:76][CH:77]=4)[NH:72][C:71]3=[O:80])[CH2:66][CH2:65]2)=[O:63])[C:58](O)=[O:59])[CH:51]=[CH:52][C:53]=1[CH2:54][CH3:55])[CH3:47]. Product: [CH2:46]([C:48]1[CH:49]=[C:50]([CH:51]=[CH:52][C:53]=1[CH2:54][CH3:55])[CH2:56][CH:57]([NH:61][C:62]([N:64]1[CH2:69][CH2:68][CH:67]([N:70]2[CH2:79][C:78]3[C:73](=[CH:74][CH:75]=[CH:76][CH:77]=3)[NH:72][C:71]2=[O:80])[CH2:66][CH2:65]1)=[O:63])[C:58]([N:43]1[CH2:44][CH2:45][CH:40]([N:37]2[CH2:38][CH2:39][N:34]([CH3:33])[CH2:35][CH2:36]2)[CH2:41][CH2:42]1)=[O:59])[CH3:47]. The catalyst class is: 531. (6) Reactant: [C:1]([O:5][NH:6][C:7](=[O:23])[C:8]1[CH:13]=[CH:12][C:11]([C:14]2[CH:19]=[CH:18][CH:17]=[C:16]([N+:20]([O-])=O)[CH:15]=2)=[CH:10][CH:9]=1)([CH3:4])([CH3:3])[CH3:2]. Product: [C:1]([O:5][NH:6][C:7](=[O:23])[C:8]1[CH:13]=[CH:12][C:11]([C:14]2[CH:19]=[CH:18][CH:17]=[C:16]([NH2:20])[CH:15]=2)=[CH:10][CH:9]=1)([CH3:4])([CH3:2])[CH3:3]. The catalyst class is: 45. (7) Reactant: [CH2:1]([O:8][C:9]1[CH:18]=[C:17]2[C:12]([C:13](Cl)=[C:14]([Br:19])[CH:15]=[N:16]2)=[CH:11][C:10]=1[O:21][CH3:22])[C:2]1[CH:7]=[CH:6][CH:5]=[CH:4][CH:3]=1.[OH:23][C:24]1[CH:29]=[CH:28][C:27]([NH:30][C:31](=[O:38])[C:32]2[CH:37]=[CH:36][CH:35]=[CH:34][CH:33]=2)=[CH:26][CH:25]=1. Product: [CH2:1]([O:8][C:9]1[CH:18]=[C:17]2[C:12]([C:13]([O:23][C:24]3[CH:29]=[CH:28][C:27]([NH:30][C:31](=[O:38])[C:32]4[CH:37]=[CH:36][CH:35]=[CH:34][CH:33]=4)=[CH:26][CH:25]=3)=[C:14]([Br:19])[CH:15]=[N:16]2)=[CH:11][C:10]=1[O:21][CH3:22])[C:2]1[CH:7]=[CH:6][CH:5]=[CH:4][CH:3]=1. The catalyst class is: 3.